The task is: Predict the product of the given reaction.. This data is from Forward reaction prediction with 1.9M reactions from USPTO patents (1976-2016). (1) The product is: [CH2:1]([NH:5][C:6]1[N:7]=[CH:8][C:9]2[N:14]([C:15]3[CH:20]=[CH:19][C:18]([F:21])=[CH:17][CH:16]=3)[CH:13]=[C:12]([C@@H:22]3[CH2:23][CH2:24][C@H:25]([OH:28])[CH2:26][CH2:27]3)[C:10]=2[N:11]=1)[CH2:2][CH2:3][CH3:4].[CH2:29]([NH:33][C:34]1[N:35]=[CH:36][C:37]2[N:42]([C:43]3[CH:48]=[CH:47][C:46]([F:49])=[CH:45][CH:44]=3)[CH:41]=[C:40]([C@H:50]3[CH2:51][CH2:52][C@H:53]([OH:56])[CH2:54][CH2:55]3)[C:38]=2[N:39]=1)[CH2:30][CH2:31][CH3:32]. Given the reactants [CH2:1]([NH:5][C:6]1[N:7]=[CH:8][C:9]2[N:14]([C:15]3[CH:20]=[CH:19][C:18]([F:21])=[CH:17][CH:16]=3)[CH:13]=[C:12]([C@H:22]3[CH2:27][CH2:26][C@H:25]([OH:28])[CH2:24][CH2:23]3)[C:10]=2[N:11]=1)[CH2:2][CH2:3][CH3:4].[CH2:29]([NH:33][C:34]1[N:35]=[CH:36][C:37]2[N:42]([C:43]3[CH:48]=[CH:47][C:46]([F:49])=[CH:45][CH:44]=3)[CH2:41][CH:40]([CH:50]3[CH2:55][CH2:54][CH:53]([OH:56])[CH2:52][CH2:51]3)[C:38]=2[N:39]=1)[CH2:30][CH2:31][CH3:32], predict the reaction product. (2) Given the reactants [C:1]([O:5][C:6](=[O:38])[CH2:7][O:8][C:9]1[C:18]2[CH2:17][CH2:16][CH2:15][C@@H:14]([N:19]([S:21]([C:24]3[CH:29]=[C:28]([C:30]([F:33])([F:32])[F:31])[CH:27]=[C:26]([S:34][CH:35]([CH3:37])[CH3:36])[CH:25]=3)(=[O:23])=[O:22])[CH3:20])[C:13]=2[CH:12]=[CH:11][CH:10]=1)([CH3:4])([CH3:3])[CH3:2].ClC1C=C(C=CC=1)C(OO)=[O:44], predict the reaction product. The product is: [C:1]([O:5][C:6](=[O:38])[CH2:7][O:8][C:9]1[C:18]2[CH2:17][CH2:16][CH2:15][C@@H:14]([N:19]([S:21]([C:24]3[CH:29]=[C:28]([C:30]([F:31])([F:32])[F:33])[CH:27]=[C:26]([S:34]([CH:35]([CH3:36])[CH3:37])=[O:44])[CH:25]=3)(=[O:23])=[O:22])[CH3:20])[C:13]=2[CH:12]=[CH:11][CH:10]=1)([CH3:3])([CH3:4])[CH3:2]. (3) Given the reactants Cl.[CH3:2][C:3]1([CH3:22])[C:7]([CH3:9])([CH3:8])[O:6][B:5]([C:10]2[CH:15]=[CH:14][C:13]([N:16]3[CH2:21][CH2:20][NH:19][CH2:18][CH2:17]3)=[CH:12][CH:11]=2)[O:4]1.C([O-])([O-])=O.[K+].[K+].Br[CH2:30][CH2:31][OH:32].O, predict the reaction product. The product is: [CH3:9][C:7]1([CH3:8])[C:3]([CH3:22])([CH3:2])[O:4][B:5]([C:10]2[CH:11]=[CH:12][C:13]([N:16]3[CH2:17][CH2:18][N:19]([CH2:30][CH2:31][OH:32])[CH2:20][CH2:21]3)=[CH:14][CH:15]=2)[O:6]1. (4) The product is: [Br:15][C:16]1[CH:21]=[CH:20][C:19]([S:22]([N:11]2[CH2:12][CH2:13][CH2:14][CH:9]([OH:8])[CH2:10]2)(=[O:24])=[O:23])=[CH:18][CH:17]=1. Given the reactants C(N(CC)CC)C.[OH:8][CH:9]1[CH2:14][CH2:13][CH2:12][NH:11][CH2:10]1.[Br:15][C:16]1[CH:21]=[CH:20][C:19]([S:22](Cl)(=[O:24])=[O:23])=[CH:18][CH:17]=1, predict the reaction product. (5) Given the reactants [F:1][C:2]([F:18])([F:17])[C:3]1[CH:8]=[CH:7][C:6]([C:9]2[N:10]=[CH:11][C:12]([CH2:15]O)=[N:13][CH:14]=2)=[CH:5][CH:4]=1.O=S(Cl)[Cl:21], predict the reaction product. The product is: [Cl:21][CH2:15][C:12]1[CH:11]=[N:10][C:9]([C:6]2[CH:7]=[CH:8][C:3]([C:2]([F:18])([F:17])[F:1])=[CH:4][CH:5]=2)=[CH:14][N:13]=1.